From a dataset of NCI-60 drug combinations with 297,098 pairs across 59 cell lines. Regression. Given two drug SMILES strings and cell line genomic features, predict the synergy score measuring deviation from expected non-interaction effect. (1) Drug 1: C1CCC(C1)C(CC#N)N2C=C(C=N2)C3=C4C=CNC4=NC=N3. Drug 2: C(CC(=O)O)C(=O)CN.Cl. Cell line: DU-145. Synergy scores: CSS=7.92, Synergy_ZIP=-6.63, Synergy_Bliss=-6.02, Synergy_Loewe=-6.32, Synergy_HSA=-5.00. (2) Drug 1: CC1OCC2C(O1)C(C(C(O2)OC3C4COC(=O)C4C(C5=CC6=C(C=C35)OCO6)C7=CC(=C(C(=C7)OC)O)OC)O)O. Drug 2: CC1=C(C(CCC1)(C)C)C=CC(=CC=CC(=CC(=O)O)C)C. Cell line: KM12. Synergy scores: CSS=15.4, Synergy_ZIP=-3.22, Synergy_Bliss=-4.49, Synergy_Loewe=5.57, Synergy_HSA=6.18. (3) Drug 1: C1=CC(=CC=C1CC(C(=O)O)N)N(CCCl)CCCl.Cl. Drug 2: C1C(C(OC1N2C=NC3=C2NC=NCC3O)CO)O. Cell line: OVCAR-8. Synergy scores: CSS=8.47, Synergy_ZIP=-4.87, Synergy_Bliss=-5.03, Synergy_Loewe=-10.1, Synergy_HSA=-7.07. (4) Drug 1: COC1=C(C=C2C(=C1)N=CN=C2NC3=CC(=C(C=C3)F)Cl)OCCCN4CCOCC4. Drug 2: C1CN(P(=O)(OC1)NCCCl)CCCl. Cell line: UO-31. Synergy scores: CSS=25.0, Synergy_ZIP=-6.21, Synergy_Bliss=-3.15, Synergy_Loewe=-19.2, Synergy_HSA=-1.73. (5) Drug 1: C1CCN(CC1)CCOC2=CC=C(C=C2)C(=O)C3=C(SC4=C3C=CC(=C4)O)C5=CC=C(C=C5)O. Drug 2: C1CN(P(=O)(OC1)NCCCl)CCCl. Cell line: UO-31. Synergy scores: CSS=7.75, Synergy_ZIP=-3.13, Synergy_Bliss=-0.0159, Synergy_Loewe=2.63, Synergy_HSA=2.22. (6) Drug 1: CCC1(CC2CC(C3=C(CCN(C2)C1)C4=CC=CC=C4N3)(C5=C(C=C6C(=C5)C78CCN9C7C(C=CC9)(C(C(C8N6C=O)(C(=O)OC)O)OC(=O)C)CC)OC)C(=O)OC)O.OS(=O)(=O)O. Drug 2: CCC(=C(C1=CC=CC=C1)C2=CC=C(C=C2)OCCN(C)C)C3=CC=CC=C3.C(C(=O)O)C(CC(=O)O)(C(=O)O)O. Cell line: MOLT-4. Synergy scores: CSS=44.3, Synergy_ZIP=5.90, Synergy_Bliss=7.46, Synergy_Loewe=-35.4, Synergy_HSA=5.15. (7) Drug 1: CCC(=C(C1=CC=CC=C1)C2=CC=C(C=C2)OCCN(C)C)C3=CC=CC=C3.C(C(=O)O)C(CC(=O)O)(C(=O)O)O. Drug 2: COC1=NC(=NC2=C1N=CN2C3C(C(C(O3)CO)O)O)N. Cell line: HOP-92. Synergy scores: CSS=-4.89, Synergy_ZIP=2.50, Synergy_Bliss=1.02, Synergy_Loewe=-4.57, Synergy_HSA=-4.71. (8) Drug 1: C1CCN(CC1)CCOC2=CC=C(C=C2)C(=O)C3=C(SC4=C3C=CC(=C4)O)C5=CC=C(C=C5)O. Drug 2: C1C(C(OC1N2C=NC3=C(N=C(N=C32)Cl)N)CO)O. Synergy scores: CSS=7.97, Synergy_ZIP=-2.24, Synergy_Bliss=-1.28, Synergy_Loewe=-0.896, Synergy_HSA=-0.914. Cell line: RXF 393. (9) Drug 1: COC1=CC(=CC(=C1O)OC)C2C3C(COC3=O)C(C4=CC5=C(C=C24)OCO5)OC6C(C(C7C(O6)COC(O7)C8=CC=CS8)O)O. Drug 2: CC1C(C(CC(O1)OC2CC(CC3=C2C(=C4C(=C3O)C(=O)C5=C(C4=O)C(=CC=C5)OC)O)(C(=O)C)O)N)O.Cl. Cell line: OVCAR-4. Synergy scores: CSS=18.1, Synergy_ZIP=0.150, Synergy_Bliss=4.77, Synergy_Loewe=6.53, Synergy_HSA=6.60. (10) Drug 1: C1=CC(=CC=C1CCC2=CNC3=C2C(=O)NC(=N3)N)C(=O)NC(CCC(=O)O)C(=O)O. Drug 2: C1C(C(OC1N2C=NC3=C2NC=NCC3O)CO)O. Cell line: SK-MEL-28. Synergy scores: CSS=11.1, Synergy_ZIP=-3.90, Synergy_Bliss=1.14, Synergy_Loewe=-10.0, Synergy_HSA=1.23.